This data is from Peptide-MHC class I binding affinity with 185,985 pairs from IEDB/IMGT. The task is: Regression. Given a peptide amino acid sequence and an MHC pseudo amino acid sequence, predict their binding affinity value. This is MHC class I binding data. (1) The peptide sequence is KSFQWTQAL. The MHC is HLA-A32:01 with pseudo-sequence HLA-A32:01. The binding affinity (normalized) is 1.00. (2) The peptide sequence is ISDSNPYLTQW. The MHC is HLA-B40:02 with pseudo-sequence HLA-B40:02. The binding affinity (normalized) is 0. (3) The peptide sequence is LEKWNLGII. The MHC is HLA-B08:03 with pseudo-sequence HLA-B08:03. The binding affinity (normalized) is 0.0847. (4) The peptide sequence is WQQWDRQSL. The MHC is HLA-B46:01 with pseudo-sequence HLA-B46:01. The binding affinity (normalized) is 0.0847. (5) The MHC is HLA-A02:01 with pseudo-sequence HLA-A02:01. The peptide sequence is QLSLRMLSL. The binding affinity (normalized) is 0.0847. (6) The peptide sequence is KLNWASQIY. The MHC is HLA-A30:02 with pseudo-sequence HLA-A30:02. The binding affinity (normalized) is 1.00.